Task: Binary Classification. Given a miRNA mature sequence and a target amino acid sequence, predict their likelihood of interaction.. Dataset: Experimentally validated miRNA-target interactions with 360,000+ pairs, plus equal number of negative samples (1) The miRNA is hsa-miR-511-3p with sequence AAUGUGUAGCAAAAGACAGA. The protein sequence of the target gene is MGCFFSKRRKADKESRPENEEERPKQYSWDQREKVDPKDYMFSGLKDETVGRLPGTVAGQQFLIQDCENCNIYIFDHSATVTIDDCTNCIIFLGPVKGSVFFRNCRDCKCTLACQQFRVRDCRKLEVFLCCATQPIIESSSNIKFGCFQWYYPELAFQFKDAGLSIFNNTWSNIHDFTPVSGELNWSLLPEDAVVQDYVPIPTTEELKAVRVSTEANRSIVPISRGQRQKSSDESCLVVLFAGDYTIANARKLIDEMVGKGFFLVQTKEVSMKAEDAQRVFREKAPDFLPLLNKGPVIAL.... Result: 0 (no interaction). (2) The miRNA is hsa-miR-3141 with sequence GAGGGCGGGUGGAGGAGGA. The protein sequence of the target gene is MELAHSLLLNEEALAQITEAKRPVFIFEWLRFLDKVLVAANKTDVKEKQKKLVEQLTGLISSSPGPPTRKLLAKNLAALYSIGDTFTVFQTLDKCNDIIRNKDDTAAYLPTKLAAVACVGAFYEKMGRMLGSAFPETVNNLLKSLKSAESQGRSEILMSLQKVLSGLGGAAASSHRDIYKNARSLLTDRSMAVRCAVAKCLLELQNEAVFMWTAELENIATLCFKALENSNYGVRVAVSKLLGTVMATALMPKQATVMRQNVKRATFDEVLELMATGFLRGGSGFLKSGGEMLKVGGSVN.... Result: 0 (no interaction). (3) Result: 0 (no interaction). The miRNA is mmu-miR-7116-3p with sequence UUUUUUUCCUUUGCCUUCUCAG. The protein sequence of the target gene is MDPEAVELEKRHVHSVYENTAPYFTDLQSKAWPRVRQFLQDQKPGSLVADIGCGTGKYLKVNSQVHTLGCDYCGPLVEIARNRGCEVMVCDNLNLPFRDQGFDAIISIGVIHHFSTKERRIRAIKEMARVLAPGGQLMIYVWAMEQKNRRFEKQDVLVPWNRALCSRLLSESHQSWGHHCEHPRSRGFQGPGSVCGCAVCFKGRCDSKRSHSMDYGSAVARTCCEAISKEGERENGLYSNFGKSFRSWFFSRSLDESTLRKQIERVRPMKIPEAWANSTVSQQPSRHPSLDLHAPEPFST.... (4) The miRNA is hsa-miR-200a-5p with sequence CAUCUUACCGGACAGUGCUGGA. The protein sequence of the target gene is MSWKMALQIPGGFWAAAVTVMLVMLSTPVAEARDFPKDFLVQFKGMCYFTNGTERVRGVARYIYNREEYGRFDSDVGEFQAVTELGRSIEDWNNYKDFLEQERAAVDKVCRHNYEAELRTTLQRQVEPTVTISPSRTEALNHHNLLVCSVTDFYPAQIKVRWFRNDQEETAGVVSTSLIRNGDWTFQILVMLEITPQRGDIYTCQVEHPSLQSPITVEWRAQSESAQSKMLSGIGGFVLGLIFLGLGLIIRHRGQKGPRGPPPAGLLH. Result: 0 (no interaction). (5) The miRNA is mmu-miR-804 with sequence UGUGAGUUGUUCCUCACCUGGA. The protein sequence of the target gene is MQALPLGLQLALLVAAGAGARVSAPRSLAWGPGLQAAAVLPVRYFFLQSVDSDGRNFTSSPPGQTQFKVVVKSLSPKELVRIYVPKPLDRNDGTFLVRYRMHETAHKGLKIEILHGSEHVAHSPYILKGPVYHEYCDCPEDDPQVWQETLSCPASEPQIEQDFVSFPSINLQQMLKEVPTRFGDERGAVVHYTILNNHIYRRSLGKYTDFKMFSDEILLSLARKVTLPDLEFYINLGDWPLEHRKVNDTPGPIPIISWCGSLDSRDIILPTYDVTHSTLEAMRGVTNDLLSVQGNTGPSW.... Result: 1 (interaction). (6) The miRNA is hsa-miR-208a-5p with sequence GAGCUUUUGGCCCGGGUUAUAC. The protein sequence of the target gene is MASRGRRPEHGGPPELFYDETEARKYVRNSRMIDIQTRMAGRALELLYLPENKPCYLLDIGCGTGLSGSYLSDEGHYWVGLDISPAMLDEAVDREIEGDLLLGDMGQGIPFKPGTFDGCISISAVQWLCNANKKSENPAKRLYCFFASLFSVLVRGSRAVLQLYPENSEQLELITTQATKAGFSGGMVVDYPNSAKAKKFYLCLFSGPSTFIPEGLSENQDEVEPRESVFTNERFPLRMSRRGMVRKSRAWVLEKKERHRRQGREVRPDTQYTGRKRKPRF. Result: 1 (interaction).